From a dataset of Full USPTO retrosynthesis dataset with 1.9M reactions from patents (1976-2016). Predict the reactants needed to synthesize the given product. (1) Given the product [F:1][C:2]1[C:32]([F:33])=[CH:31][C:5]2[N:6]=[C:7]([CH:9]([CH:10]3[CH2:15][CH2:14][CH2:13][CH2:12][N:11]3[C:16]([C:18]3[N:19]=[C:20]([CH3:30])[S:21][C:22]=3[C:23]3[CH:28]=[CH:27][C:26]([F:29])=[CH:25][CH:24]=3)=[O:17])[CH3:37])[NH:8][C:4]=2[CH:3]=1, predict the reactants needed to synthesize it. The reactants are: [F:1][C:2]1[C:32]([F:33])=[CH:31][C:5]2[NH:6][C:7]([CH2:9][CH:10]3[CH2:15][CH2:14][CH2:13][CH2:12][N:11]3[C:16]([C:18]3[N:19]=[C:20]([CH3:30])[S:21][C:22]=3[C:23]3[CH:28]=[CH:27][C:26]([F:29])=[CH:25][CH:24]=3)=[O:17])=[N:8][C:4]=2[CH:3]=1.[H-].[Na+].I[CH3:37].O. (2) Given the product [Br:1][C:2]1[CH:3]=[CH:4][C:5]([C:8]([N:22]2[CH2:23][CH2:24][N:19]([C:16]3[C:15]([CH3:25])=[CH:14][C:13]([CH2:11][CH3:12])=[CH:18][N:17]=3)[CH2:20][CH2:21]2)=[O:10])=[N:6][CH:7]=1, predict the reactants needed to synthesize it. The reactants are: [Br:1][C:2]1[CH:3]=[CH:4][C:5]([C:8]([OH:10])=O)=[N:6][CH:7]=1.[CH2:11]([C:13]1[CH:14]=[C:15]([CH3:25])[C:16]([N:19]2[CH2:24][CH2:23][NH:22][CH2:21][CH2:20]2)=[N:17][CH:18]=1)[CH3:12]. (3) Given the product [Cl:8][C:5]1[CH:6]=[CH:7][C:2]([C:22](=[O:21])[C:23]([F:26])([F:25])[F:24])=[C:3]([O:9][CH2:10][CH2:11][O:12][CH3:13])[CH:4]=1, predict the reactants needed to synthesize it. The reactants are: Br[C:2]1[CH:7]=[CH:6][C:5]([Cl:8])=[CH:4][C:3]=1[O:9][CH2:10][CH2:11][O:12][CH3:13].C([Mg]Br)(C)C.C([O:21][C:22](=O)[C:23]([F:26])([F:25])[F:24])C. (4) Given the product [NH2:8][C@@H:9]([C:12]1[CH:13]=[C:14]([C:18]2[CH:23]=[C:22]([C:24]([F:27])([F:26])[F:25])[CH:21]=[C:20]([CH2:28][O:29][C:30]3[CH:35]=[CH:34][CH:33]=[CH:32][C:31]=3[CH2:36][C:37]([OH:39])=[O:38])[CH:19]=2)[CH:15]=[CH:16][CH:17]=1)[CH2:10][OH:11], predict the reactants needed to synthesize it. The reactants are: C(OC([NH:8][C@@H:9]([C:12]1[CH:13]=[C:14]([C:18]2[CH:23]=[C:22]([C:24]([F:27])([F:26])[F:25])[CH:21]=[C:20]([CH2:28][O:29][C:30]3[CH:35]=[CH:34][CH:33]=[CH:32][C:31]=3[CH2:36][C:37]([O:39]C(C)(C)C)=[O:38])[CH:19]=2)[CH:15]=[CH:16][CH:17]=1)[CH2:10][OH:11])=O)(C)(C)C.Cl.